From a dataset of Catalyst prediction with 721,799 reactions and 888 catalyst types from USPTO. Predict which catalyst facilitates the given reaction. (1) Reactant: [CH2:1]([O:8][C:9]([N:11]1[CH2:15][CH:14]=[CH:13][C@H:12]1[C:16]([O:18][CH2:19][C:20]1[CH:25]=[CH:24][CH:23]=[CH:22][CH:21]=1)=[O:17])=[O:10])[C:2]1[CH:7]=[CH:6][CH:5]=[CH:4][CH:3]=1.C1C=C(Cl)C=C(C(OO)=[O:34])C=1.S(C1C(C)=CC(O)=C(C(C)(C)C)C=1)C1C(C)=CC(O)=C(C(C)(C)C)C=1. Product: [CH2:19]([O:18][C:16]([C@H:12]1[N:11]([C:9]([O:8][CH2:1][C:2]2[CH:3]=[CH:4][CH:5]=[CH:6][CH:7]=2)=[O:10])[CH2:15][C@H:14]2[C@H:13]1[O:34]2)=[O:17])[C:20]1[CH:25]=[CH:24][CH:23]=[CH:22][CH:21]=1. The catalyst class is: 26. (2) Reactant: [F:1][C:2]([F:13])([F:12])[C:3]1[CH:4]=[C:5]([N:9]=[C:10]=[O:11])[CH:6]=[CH:7][CH:8]=1.[NH2:14][C:15]1[CH:20]=[CH:19][C:18]([N:21]2[CH:29]=[N:28][C:27]3[C:22]2=[N:23][CH:24]=[N:25][C:26]=3[NH2:30])=[CH:17][CH:16]=1.C(N(CC)CC)C. Product: [NH2:30][C:26]1[N:25]=[CH:24][N:23]=[C:22]2[C:27]=1[N:28]=[CH:29][N:21]2[C:18]1[CH:17]=[CH:16][C:15]([NH:14][C:10]([NH:9][C:5]2[CH:6]=[CH:7][CH:8]=[C:3]([C:2]([F:12])([F:13])[F:1])[CH:4]=2)=[O:11])=[CH:20][CH:19]=1. The catalyst class is: 4. (3) Reactant: C(OC([N:8]1[CH2:13][CH2:12][N:11]([C:14]2[CH:19]=[CH:18][C:17]([NH:20][C:21]([C:23]3[C:24]([C:30]4[CH:35]=[CH:34][C:33]([CH:36]([CH3:38])[CH3:37])=[CH:32][CH:31]=4)=[CH:25][C:26]([CH3:29])=[CH:27][CH:28]=3)=[O:22])=[CH:16][CH:15]=2)[CH2:10][CH2:9]1)=O)(C)(C)C.FC(F)(F)C(O)=O. Product: [N:11]1([C:14]2[CH:15]=[CH:16][C:17]([NH:20][C:21]([C:23]3[C:24]([C:30]4[CH:31]=[CH:32][C:33]([CH:36]([CH3:38])[CH3:37])=[CH:34][CH:35]=4)=[CH:25][C:26]([CH3:29])=[CH:27][CH:28]=3)=[O:22])=[CH:18][CH:19]=2)[CH2:10][CH2:9][NH:8][CH2:13][CH2:12]1. The catalyst class is: 2. (4) Reactant: [OH:1][C:2]1[C:3]([CH3:18])=[C:4]2[C:9](=[C:10]([CH3:13])[C:11]=1[CH3:12])[O:8][C:7]([CH3:17])([C:14]([OH:16])=O)[CH2:6][CH2:5]2.C1N=CN(C(N2C=NC=C2)=O)C=1.[NH:31]([CH2:35][CH2:36][OH:37])[CH2:32][CH2:33][OH:34]. Product: [OH:1][C:2]1[C:3]([CH3:18])=[C:4]2[C:9](=[C:10]([CH3:13])[C:11]=1[CH3:12])[O:8][C:7]([CH3:17])([C:14]([N:31]([CH2:35][CH2:36][OH:37])[CH2:32][CH2:33][OH:34])=[O:16])[CH2:6][CH2:5]2. The catalyst class is: 1. (5) Reactant: [H-].[Na+].[Br:3][C:4]1[N:5]=[C:6]([O:12][CH3:13])[C:7]([NH2:11])=[N:8][C:9]=1[CH3:10].[Cl:14][C:15]1[C:20]([Cl:21])=[CH:19][CH:18]=[CH:17][C:16]=1[S:22](Cl)(=[O:24])=[O:23].ClCCl.C(O)(=O)C. Product: [Cl:14][C:15]1[C:20]([Cl:21])=[CH:19][CH:18]=[CH:17][C:16]=1[S:22]([NH:11][C:7]1[C:6]([O:12][CH3:13])=[N:5][C:4]([Br:3])=[C:9]([CH3:10])[N:8]=1)(=[O:24])=[O:23]. The catalyst class is: 60. (6) Reactant: [F:1][C:2]1[CH:7]=[C:6]([S:8][C:9]2[CH:14]=[CH:13][C:12]([CH:15]([CH3:17])[CH3:16])=[CH:11][CH:10]=2)[CH:5]=[CH:4][C:3]=1[C:18]1[CH:23]=[CH:22][C:21]([CH2:24][CH2:25][C:26]2([NH:34]C(=O)C)[CH2:31][O:30]C(C)(C)[O:28][CH2:27]2)=[CH:20][CH:19]=1.[ClH:38]. Product: [ClH:38].[NH2:34][C:26]([CH2:25][CH2:24][C:21]1[CH:20]=[CH:19][C:18]([C:3]2[CH:4]=[CH:5][C:6]([S:8][C:9]3[CH:10]=[CH:11][C:12]([CH:15]([CH3:16])[CH3:17])=[CH:13][CH:14]=3)=[CH:7][C:2]=2[F:1])=[CH:23][CH:22]=1)([CH2:31][OH:30])[CH2:27][OH:28]. The catalyst class is: 8. (7) Reactant: C(OC([N:8]1[CH2:13][CH2:12][CH:11]([N:14]2[C:27]3[CH:26]=[CH:25][C:24]([C:28]4[CH:29]=[N:30][CH:31]=[CH:32][CH:33]=4)=[CH:23][C:22]=3[O:21][C:20]3[C:15]2=[CH:16][CH:17]=[CH:18][CH:19]=3)[CH2:10][CH2:9]1)=O)(C)(C)C.C(OC(N1CCC(N2C3C=CC(C4NN=NN=4)=CC=3OC3C2=CC=CC=3)CC1)=O)(C)(C)C.[C:66]([OH:72])([C:68]([F:71])([F:70])[F:69])=[O:67].Cl. Product: [NH:8]1[CH2:9][CH2:10][CH:11]([N:14]2[C:27]3[CH:26]=[CH:25][C:24]([C:28]4[CH:29]=[N:30][CH:31]=[CH:32][CH:33]=4)=[CH:23][C:22]=3[O:21][C:20]3[C:15]2=[CH:16][CH:17]=[CH:18][CH:19]=3)[CH2:12][CH2:13]1.[C:66]([OH:72])([C:68]([F:71])([F:70])[F:69])=[O:67]. The catalyst class is: 2. (8) Reactant: [Br:1][C:2]1[CH:7]=[C:6]([NH:8][C:9]2[CH:14]=[C:13]([F:15])[CH:12]=[C:11]([F:16])[CH:10]=2)[C:5]([NH2:17])=[C:4]([O:18][CH3:19])[CH:3]=1.Br[C:21]#[N:22]. Product: [Br:1][C:2]1[CH:3]=[C:4]([O:18][CH3:19])[C:5]2[N:17]=[C:21]([NH2:22])[N:8]([C:9]3[CH:10]=[C:11]([F:16])[CH:12]=[C:13]([F:15])[CH:14]=3)[C:6]=2[CH:7]=1. The catalyst class is: 5.